The task is: Predict the reaction yield, written as a fraction of the theoretical maximum amount of product (1.0 means a 100% yield; for example, 0.34 means a 34% yield).. This data is from Reaction yield outcomes from USPTO patents with 853,638 reactions. (1) The reactants are C[C:2]1[CH:3]=[CH:4][C:5]2[C:6]3[C:11]([CH:12]([NH2:17])[N:13](C)[C:14]=2[CH:15]=1)=[CH:10][CH:9]=[CH:8][CH:7]=3.[C:18](Cl)(=O)C.C(=O)(O)[O-].[Na+].C(Cl)Cl.[CH:30](O)([CH3:32])[CH3:31]. The catalyst is O. The product is [CH3:31][C:30]1[C:32]2[N:13]3[CH:14]=[CH:15][N:17]=[C:12]3[C:11]3[CH:10]=[CH:9][CH:8]=[CH:7][C:6]=3[C:5]=2[CH:4]=[C:3]([CH3:2])[CH:18]=1. The yield is 0.400. (2) The reactants are [Cl:1][C:2]1[CH:3]=[C:4]([OH:12])[CH:5]=[CH:6][C:7]=1[C:8]([F:11])([F:10])[F:9].C(=O)([O-])[O-].[K+].[K+].CC1C=CC([C:26]2[C:27]([F:37])=[C:28]([CH:32]=[C:33]([Cl:36])[C:34]=2F)[C:29]([O-:31])=[O:30])=CC=1. The catalyst is CS(C)=O. The product is [Cl:36][C:33]1[C:34]([O:12][C:4]2[CH:5]=[CH:6][C:7]([C:8]([F:10])([F:11])[F:9])=[C:2]([Cl:1])[CH:3]=2)=[CH:26][C:27]([F:37])=[C:28]([CH:32]=1)[C:29]([O:31][C:4]1[CH:5]=[CH:6][C:7]([CH3:8])=[CH:2][CH:3]=1)=[O:30]. The yield is 0.470.